Dataset: Forward reaction prediction with 1.9M reactions from USPTO patents (1976-2016). Task: Predict the product of the given reaction. The product is: [CH3:1][N:2]1[C:6]2=[CH:7][S:8][C:9]([C:10]([NH:28][CH2:27][CH2:26][N:19]3[C:20]4[CH2:21][CH2:22][CH2:23][CH2:24][C:25]=4[C:17]([C:16]([F:30])([F:29])[F:15])=[N:18]3)=[O:12])=[C:5]2[N:4]=[C:3]1[CH3:13]. Given the reactants [CH3:1][N:2]1[C:6]2=[CH:7][S:8][C:9]([C:10]([OH:12])=O)=[C:5]2[N:4]=[C:3]1[CH3:13].Cl.[F:15][C:16]([F:30])([F:29])[C:17]1[C:25]2[CH2:24][CH2:23][CH2:22][CH2:21][C:20]=2[N:19]([CH2:26][CH2:27][NH2:28])[N:18]=1.C1C=CC2N(O)N=NC=2C=1.C(N(CC)CC)C.CCN=C=NCCCN(C)C, predict the reaction product.